From a dataset of Reaction yield outcomes from USPTO patents with 853,638 reactions. Predict the reaction yield, written as a fraction of the theoretical maximum amount of product (1.0 means a 100% yield; for example, 0.34 means a 34% yield). (1) The product is [CH2:21]([N:22]([CH2:25][CH3:26])[CH2:23][CH2:24][C:1]1([C:6]([O:8][CH3:9])=[O:7])[CH2:5][CH2:4][CH2:3][CH2:2]1)[CH3:20]. The yield is 0.790. The reactants are [CH:1]1([C:6]([O:8][CH3:9])=[O:7])[CH2:5][CH2:4][CH2:3][CH2:2]1.[Li+].CC([N-]C(C)C)C.Br.Br[CH2:20][CH2:21][N:22]([CH2:25][CH3:26])[CH2:23][CH3:24]. The catalyst is C1COCC1.O. (2) The catalyst is ClCCl.C(#N)C.CO. The yield is 0.530. The reactants are B(F)(F)F.CCOCC.CN(C(F)(F)C(F)F)C.FC(F)(F)C(=O)CC(OCC)=O.N1C=CC=CC=1.Cl.[C:38]([NH:42][NH2:43])([CH3:41])([CH3:40])[CH3:39].[OH-].[K+].[F:46][C:47]([F:64])([F:63])[C:48]([C:50](=[C:56](N(C)C)[CH:57]([F:59])[F:58])[C:51]([O:53][CH2:54][CH3:55])=[O:52])=O. The product is [CH2:54]([O:53][C:51]([C:50]1[C:56]([CH:57]([F:58])[F:59])=[N:43][N:42]([C:38]([CH3:41])([CH3:40])[CH3:39])[C:48]=1[C:47]([F:64])([F:63])[F:46])=[O:52])[CH3:55]. (3) The reactants are C[O:2][C:3]1[C:8]([N+:9]([O-:11])=[O:10])=[CH:7][CH:6]=[CH:5][C:4]=1[C:12]1[CH:17]=[CH:16][CH:15]=[C:14]([CH:18]=[C:19]2[S:23][C:22](=[O:24])[NH:21][C:20]2=[O:25])[CH:13]=1.Br. The catalyst is C(O)(=O)C. The product is [OH:2][C:3]1[C:8]([N+:9]([O-:11])=[O:10])=[CH:7][CH:6]=[CH:5][C:4]=1[C:12]1[CH:17]=[CH:16][CH:15]=[C:14]([CH:18]=[C:19]2[S:23][C:22](=[O:24])[NH:21][C:20]2=[O:25])[CH:13]=1. The yield is 0.480.